Dataset: Peptide-MHC class I binding affinity with 185,985 pairs from IEDB/IMGT. Task: Regression. Given a peptide amino acid sequence and an MHC pseudo amino acid sequence, predict their binding affinity value. This is MHC class I binding data. (1) The peptide sequence is SEMIIPKNFA. The MHC is HLA-B44:02 with pseudo-sequence HLA-B44:02. The binding affinity (normalized) is 0.770. (2) The peptide sequence is KRWIIMGLNK. The binding affinity (normalized) is 0.117. The MHC is HLA-B44:03 with pseudo-sequence HLA-B44:03. (3) The peptide sequence is FVFSTSFYL. The MHC is HLA-A02:06 with pseudo-sequence HLA-A02:06. The binding affinity (normalized) is 0.758. (4) The peptide sequence is IRHNKDRKV. The MHC is HLA-A31:01 with pseudo-sequence HLA-A31:01. The binding affinity (normalized) is 0.0847. (5) The peptide sequence is RQFPTAFEM. The MHC is Mamu-B3901 with pseudo-sequence Mamu-B3901. The binding affinity (normalized) is 0.312. (6) The peptide sequence is TTSGTYVSAI. The MHC is HLA-B57:01 with pseudo-sequence HLA-B57:01. The binding affinity (normalized) is 0.520. (7) The peptide sequence is PVSAMVRMY. The MHC is HLA-A23:01 with pseudo-sequence HLA-A23:01. The binding affinity (normalized) is 0.0226.